Dataset: Catalyst prediction with 721,799 reactions and 888 catalyst types from USPTO. Task: Predict which catalyst facilitates the given reaction. (1) Reactant: [NH:1]1[CH:5]=[C:4]([C:6]([OH:8])=O)[CH:3]=[N:2]1.Cl.CN(C)CCCN=C=NCC.O.ON1C2C=CC=CC=2N=N1.C(N(CC)CC)C.[NH2:39][C:40]1[CH:41]=[C:42]2[C:47](=[CH:48][CH:49]=1)[CH2:46][N:45]([C:50]([O:52][C:53]([CH3:56])([CH3:55])[CH3:54])=[O:51])[CH2:44][CH2:43]2. Product: [NH:1]1[CH:5]=[C:4]([C:6]([NH:39][C:40]2[CH:41]=[C:42]3[C:47](=[CH:48][CH:49]=2)[CH2:46][N:45]([C:50]([O:52][C:53]([CH3:56])([CH3:55])[CH3:54])=[O:51])[CH2:44][CH2:43]3)=[O:8])[CH:3]=[N:2]1. The catalyst class is: 2. (2) Reactant: [CH3:1][O:2][C:3]1[CH:8]=[CH:7][CH:6]=[C:5]([CH3:9])[CH:4]=1.C1C(=O)N([Br:17])C(=O)C1. Product: [Br:17][CH2:9][C:5]1[CH:6]=[CH:7][CH:8]=[C:3]([O:2][CH3:1])[CH:4]=1. The catalyst class is: 53. (3) Reactant: Cl[C:2]1[CH:3]=[CH:4][C:5]2[C:15]3[C:10](=[CH:11][N:12]=[CH:13][CH:14]=3)[CH2:9][O:8][C:6]=2[CH:7]=1.[OH:16][CH2:17][C@@H:18]([NH:23][C:24](=[O:30])[O:25][C:26]([CH3:29])([CH3:28])[CH3:27])[CH2:19][CH:20]([CH3:22])[CH3:21].C(=O)([O-])[O-].[Cs+].[Cs+]. Product: [CH:14]1[CH:13]=[N:12][CH:11]=[C:10]2[CH2:9][O:8][C:6]3[CH:7]=[C:2]([O:16][CH2:17][CH:18]([NH:23][C:24](=[O:30])[O:25][C:26]([CH3:27])([CH3:29])[CH3:28])[CH2:19][CH:20]([CH3:22])[CH3:21])[CH:3]=[CH:4][C:5]=3[C:15]=12. The catalyst class is: 487. (4) Reactant: [NH2:1][C:2]1[CH:18]=[CH:17][C:5]([O:6][CH2:7][C:8]2[N:9]=[C:10]([NH:13][C:14](=[O:16])[CH3:15])[S:11][CH:12]=2)=[CH:4][CH:3]=1.[F:19][C:20]([F:37])([F:36])[C:21]1[CH:26]=[CH:25][C:24]([C:27]2[C:28]([C:33](O)=[O:34])=[CH:29][CH:30]=[CH:31][CH:32]=2)=[CH:23][CH:22]=1.C1C=CC2N(O)N=NC=2C=1.CCN=C=NCCCN(C)C.Cl. Product: [C:14]([NH:13][C:10]1[S:11][CH:12]=[C:8]([CH2:7][O:6][C:5]2[CH:17]=[CH:18][C:2]([NH:1][C:33]([C:28]3[C:27]([C:24]4[CH:25]=[CH:26][C:21]([C:20]([F:19])([F:36])[F:37])=[CH:22][CH:23]=4)=[CH:32][CH:31]=[CH:30][CH:29]=3)=[O:34])=[CH:3][CH:4]=2)[N:9]=1)(=[O:16])[CH3:15]. The catalyst class is: 7.